This data is from Full USPTO retrosynthesis dataset with 1.9M reactions from patents (1976-2016). The task is: Predict the reactants needed to synthesize the given product. (1) Given the product [Br:4][C:5]1[CH:6]=[N:7][C:8]([N:11]2[C:19]3[C:14](=[CH:15][CH:16]=[C:17]([C:20]([OH:22])=[O:21])[CH:18]=3)[C:13]([S:24][CH3:25])=[CH:12]2)=[N:9][CH:10]=1, predict the reactants needed to synthesize it. The reactants are: O.[OH-].[Li+].[Br:4][C:5]1[CH:6]=[N:7][C:8]([N:11]2[C:19]3[C:14](=[CH:15][CH:16]=[C:17]([C:20]([O:22]C)=[O:21])[CH:18]=3)[C:13]([S:24][CH3:25])=[CH:12]2)=[N:9][CH:10]=1. (2) Given the product [Cl:21][CH:7]([C:6]1[CH:5]=[C:4]([C:13]2[CH:18]=[CH:17][CH:16]=[CH:15][CH:14]=2)[O:3][C:2]=1[CH3:1])[CH2:8][CH2:9][CH2:10][CH3:11], predict the reactants needed to synthesize it. The reactants are: [CH3:1][C:2]1[O:3][C:4]([C:13]2[CH:18]=[CH:17][CH:16]=[CH:15][CH:14]=2)=[CH:5][C:6]=1[CH:7](O)[CH2:8][CH2:9][CH2:10][CH3:11].S(Cl)([Cl:21])=O. (3) Given the product [CH3:12][N:13]([C:14]1[CH:15]=[CH:16][C:17]([NH:20][C:21]([NH:23][C:24]2[CH:29]=[CH:28][CH:27]=[CH:26][CH:25]=2)=[O:22])=[CH:18][CH:19]=1)[S:8]([C:4]1[CH:5]=[CH:6][CH:7]=[C:2]([Br:1])[CH:3]=1)(=[O:10])=[O:9], predict the reactants needed to synthesize it. The reactants are: [Br:1][C:2]1[CH:3]=[C:4]([S:8](Cl)(=[O:10])=[O:9])[CH:5]=[CH:6][CH:7]=1.[CH3:12][NH:13][C:14]1[CH:19]=[CH:18][C:17]([NH:20][C:21]([NH:23][C:24]2[CH:29]=[CH:28][CH:27]=[CH:26][CH:25]=2)=[O:22])=[CH:16][CH:15]=1. (4) Given the product [O:10]=[C:6]1[CH2:7][CH2:8][CH2:9][N:5]1[CH2:4][CH2:3][CH2:2][NH:1][C:20]([NH2:19])=[S:21], predict the reactants needed to synthesize it. The reactants are: [NH2:1][CH2:2][CH2:3][CH2:4][N:5]1[CH2:9][CH2:8][CH2:7][C:6]1=[O:10].C([N:19]=[C:20]=[S:21])(=O)C1C=CC=CC=1. (5) Given the product [Br:1][C:2]1[CH:3]=[CH:4][C:5]([CH2:8][CH2:9][C:10]([O:12][CH2:13][CH3:14])=[O:11])=[N:6][CH:7]=1, predict the reactants needed to synthesize it. The reactants are: [Br:1][C:2]1[CH:3]=[CH:4][C:5](/[CH:8]=[CH:9]/[C:10]([O:12][CH2:13][CH3:14])=[O:11])=[N:6][CH:7]=1.[BH4-].[Na+]. (6) Given the product [N:22]([C@@H:2]1[CH2:21][N:5]2[C:6](=[O:20])[N:7]([C:9]3[CH:14]=[CH:13][C:12]([O:15][C:16]([F:19])([F:18])[F:17])=[CH:11][CH:10]=3)[CH2:8][C@@H:4]2[CH2:3]1)=[N+:23]=[N-:24], predict the reactants needed to synthesize it. The reactants are: Br[C@H:2]1[CH2:21][N:5]2[C:6](=[O:20])[N:7]([C:9]3[CH:14]=[CH:13][C:12]([O:15][C:16]([F:19])([F:18])[F:17])=[CH:11][CH:10]=3)[CH2:8][C@@H:4]2[CH2:3]1.[N-:22]=[N+:23]=[N-:24].[Na+].O. (7) Given the product [CH3:13][O:12][C:10](=[O:11])[CH2:9][C:3]1[CH:4]=[CH:5][C:6]([O:8][CH2:33][CH2:32][C@@H:30]2[CH2:31][C@@H:29]2[CH:26]2[CH2:27][CH2:28][N:23]([C:20]3[N:19]=[CH:18][C:17]([CH2:16][O:15][CH3:14])=[CH:22][N:21]=3)[CH2:24][CH2:25]2)=[CH:7][C:2]=1[F:1], predict the reactants needed to synthesize it. The reactants are: [F:1][C:2]1[CH:7]=[C:6]([OH:8])[CH:5]=[CH:4][C:3]=1[CH2:9][C:10]([O:12][CH3:13])=[O:11].[CH3:14][O:15][CH2:16][C:17]1[CH:18]=[N:19][C:20]([N:23]2[CH2:28][CH2:27][CH:26]([C@H:29]3[CH2:31][C@H:30]3[CH2:32][CH2:33]O)[CH2:25][CH2:24]2)=[N:21][CH:22]=1.C1(P(C2C=CC=CC=2)C2C=CC=CC=2)C=CC=CC=1.N(C(OC(C)(C)C)=O)=NC(OC(C)(C)C)=O. (8) Given the product [Cl:20][CH:22]([CH2:23][C:2]1[CH:7]=[C:6]([N:8]2[C:12](=[O:13])[N:11]([CH:14]([F:16])[F:15])[C:10]([CH3:17])=[N:9]2)[C:5]([F:18])=[CH:4][C:3]=1[Cl:19])[C:21]([OH:25])=[O:24], predict the reactants needed to synthesize it. The reactants are: N[C:2]1[C:3]([Cl:19])=[CH:4][C:5]([F:18])=[C:6]([N:8]2[C:12](=[O:13])[N:11]([CH:14]([F:16])[F:15])[C:10]([CH3:17])=[N:9]2)[CH:7]=1.[ClH:20].[C:21]([OH:25])(=[O:24])[CH:22]=[CH2:23].[Cl-].[K+].N([O-])=O.[Na+]. (9) The reactants are: O=P12OP3(OP(OP(O3)(O1)=O)(=O)O2)=O.[F:15][C:16]1[CH:21]=[CH:20][C:19]([C@@H:22]([OH:30])[CH2:23][CH2:24][CH2:25][C:26]([O:28][CH3:29])=[O:27])=[CH:18][CH:17]=1.[CH2:31]([O:33][CH2:34]OCC)[CH3:32]. Given the product [CH2:31]([O:33][CH2:34][O:30][C@H:22]([C:19]1[CH:18]=[CH:17][C:16]([F:15])=[CH:21][CH:20]=1)[CH2:23][CH2:24][CH2:25][C:26]([O:28][CH3:29])=[O:27])[CH3:32], predict the reactants needed to synthesize it.